This data is from Catalyst prediction with 721,799 reactions and 888 catalyst types from USPTO. The task is: Predict which catalyst facilitates the given reaction. (1) Reactant: C([O:4][CH2:5][C:6]1[CH:15]=[C:14]([CH3:16])[C:13]2[CH:12]=[C:11]3[O:17][C:18]([CH3:23])([CH3:22])[C@@H:19]4[O:21][C@@H:20]4[C:10]3=[CH:9][C:8]=2[N:7]=1)(=O)C.Cl([O-])(=O)(=O)=O.[Li+].[C:30]1([CH2:36][CH2:37][NH2:38])[CH:35]=[CH:34][CH:33]=[CH:32][CH:31]=1.C(=O)([O-])O.[Na+]. Product: [OH:4][CH2:5][C:6]1[CH:15]=[C:14]([CH3:16])[C:13]2[CH:12]=[C:11]3[O:17][C:18]([CH3:22])([CH3:23])[C@H:19]([OH:21])[C@@H:20]([NH:38][CH2:37][CH2:36][C:30]4[CH:35]=[CH:34][CH:33]=[CH:32][CH:31]=4)[C:10]3=[CH:9][C:8]=2[N:7]=1. The catalyst class is: 12. (2) Reactant: [F:1][C:2]1[CH:12]=[CH:11][CH:10]=[CH:9][C:3]=1[CH:4]=[CH:5][C:6]([OH:8])=O.[F:13][C:14]1[CH:19]=[CH:18][C:17]([N:20]2[CH2:25][CH2:24][O:23][CH2:22][CH2:21]2)=[CH:16][C:15]=1[CH:26]([NH2:28])[CH3:27].CCN=C=NCCCN(C)C.Cl.CCN(CC)CC. Product: [F:13][C:14]1[CH:19]=[CH:18][C:17]([N:20]2[CH2:25][CH2:24][O:23][CH2:22][CH2:21]2)=[CH:16][C:15]=1[CH:26]([NH:28][C:6](=[O:8])[CH:5]=[CH:4][C:3]1[CH:9]=[CH:10][CH:11]=[CH:12][C:2]=1[F:1])[CH3:27]. The catalyst class is: 79. (3) Reactant: S(Cl)(Cl)=O.[OH:5][C:6]1[CH:11]=[CH:10][C:9]([CH2:12][C:13]([OH:15])=O)=[CH:8][C:7]=1[N+:16]([O-:18])=[O:17].[CH2:19]([NH:22][CH2:23][CH2:24][CH3:25])[CH2:20][CH3:21]. Product: [CH2:19]([N:22]([CH2:23][CH2:24][CH3:25])[C:13](=[O:15])[CH2:12][C:9]1[CH:10]=[CH:11][C:6]([OH:5])=[C:7]([N+:16]([O-:18])=[O:17])[CH:8]=1)[CH2:20][CH3:21]. The catalyst class is: 396. (4) Reactant: C(OC[N:9]1[CH:13]=[CH:12][C:11]([N:14]2[CH2:19][CH2:18][O:17][C@H:16]([C@:20]([OH:29])([CH3:28])[C:21]([O:23][C:24]([CH3:27])([CH3:26])[CH3:25])=[O:22])[C:15]2=[O:30])=[N:10]1)(=O)C(C)(C)C.C[O-].[Na+]. Product: [OH:29][C@@:20]([C@H:16]1[O:17][CH2:18][CH2:19][N:14]([C:11]2[CH:12]=[CH:13][NH:9][N:10]=2)[C:15]1=[O:30])([CH3:28])[C:21]([O:23][C:24]([CH3:26])([CH3:27])[CH3:25])=[O:22]. The catalyst class is: 24. (5) Reactant: [C:1]([N:5]1[C:9]([C:10]2[CH:15]=[CH:14][C:13]([F:16])=[CH:12][CH:11]=2)=[CH:8][C:7]([CH:17]=[N:18]O)=[N:6]1)([CH3:4])([CH3:3])[CH3:2].[H-].[Al+3].[Li+].[H-].[H-].[H-].CCCCCC.CCOC(C)=O. Product: [C:1]([N:5]1[C:9]([C:10]2[CH:11]=[CH:12][C:13]([F:16])=[CH:14][CH:15]=2)=[CH:8][C:7]([CH2:17][NH2:18])=[N:6]1)([CH3:4])([CH3:3])[CH3:2]. The catalyst class is: 7.